This data is from HIV replication inhibition screening data with 41,000+ compounds from the AIDS Antiviral Screen. The task is: Binary Classification. Given a drug SMILES string, predict its activity (active/inactive) in a high-throughput screening assay against a specified biological target. (1) The drug is CC1=NC(=Cc2ccccc2F)C(=O)O1. The result is 0 (inactive). (2) The compound is O=S(=O)(O)C(Cc1nc2ccccc2[nH]1)S(=O)(=O)OCCC1S(=O)(=O)OCCOS1(=O)=O.[NaH]. The result is 0 (inactive). (3) The molecule is Cc1cc2c(C)nn(Cc3ccccc3)c2c(C(=O)O)c1C. The result is 0 (inactive). (4) The drug is Oc1ccc2ccccc2c1C=Nc1ccc(SSc2ccc(N=Cc3c(O)ccc4ccccc34)cc2)cc1. The result is 0 (inactive).